This data is from Full USPTO retrosynthesis dataset with 1.9M reactions from patents (1976-2016). The task is: Predict the reactants needed to synthesize the given product. Given the product [Cl:9][C:4]1[N:3]=[C:2]([C:18]2[C:19]3[CH:26]=[C:25]([CH2:27][OH:28])[CH:24]=[CH:23][C:20]=3[S:21][CH:22]=2)[C:7]([CH3:8])=[CH:6][CH:5]=1, predict the reactants needed to synthesize it. The reactants are: Br[C:2]1[C:7]([CH3:8])=[CH:6][CH:5]=[C:4]([Cl:9])[N:3]=1.CC1(C)C(C)(C)OB([C:18]2[C:19]3[CH:26]=[C:25]([CH2:27][OH:28])[CH:24]=[CH:23][C:20]=3[S:21][CH:22]=2)O1.C([O-])([O-])=O.[Cs+].[Cs+].